This data is from Forward reaction prediction with 1.9M reactions from USPTO patents (1976-2016). The task is: Predict the product of the given reaction. (1) Given the reactants Br[C:2]1[CH:3]=[C:4]([NH:10][C:11]2[CH:16]=[CH:15][C:14]([CH:17]3[CH2:20][N:19]([CH3:21])[CH2:18]3)=[CH:13][N:12]=2)[C:5](=[O:9])[N:6]([CH3:8])[CH:7]=1.[C:22]([O:25][CH2:26][C:27]1[C:28]([N:36]2[CH2:48][CH2:47][C:46]3[N:45]4[C:40]([CH2:41][CH2:42][CH2:43][CH2:44]4)=[CH:39][C:38]=3[C:37]2=[O:49])=[N:29][CH:30]=[CH:31][C:32]=1B(O)O)(=[O:24])[CH3:23].[O-]P([O-])([O-])=O.[K+].[K+].[K+].O, predict the reaction product. The product is: [C:22]([O:25][CH2:26][C:27]1[C:28]([N:36]2[CH2:48][CH2:47][C:46]3[N:45]4[C:40]([CH2:41][CH2:42][CH2:43][CH2:44]4)=[CH:39][C:38]=3[C:37]2=[O:49])=[N:29][CH:30]=[CH:31][C:32]=1[C:2]1[CH:3]=[C:4]([NH:10][C:11]2[CH:16]=[CH:15][C:14]([CH:17]3[CH2:20][N:19]([CH3:21])[CH2:18]3)=[CH:13][N:12]=2)[C:5](=[O:9])[N:6]([CH3:8])[CH:7]=1)(=[O:24])[CH3:23]. (2) Given the reactants [N:1]1[C:10]2[C:5](=[CH:6][C:7]([CH:11]([CH3:16])[C:12]([NH:14][NH2:15])=O)=[CH:8][CH:9]=2)[CH:4]=[CH:3][CH:2]=1.Cl[C:18]1[N:19]=[N:20][C:21]([CH3:24])=[CH:22][CH:23]=1, predict the reaction product. The product is: [CH3:24][C:21]1[CH:22]=[CH:23][C:18]2[N:14]([C:12]([CH:11]([C:7]3[CH:6]=[C:5]4[C:10](=[CH:9][CH:8]=3)[N:1]=[CH:2][CH:3]=[CH:4]4)[CH3:16])=[N:20][N:19]=2)[N:15]=1. (3) Given the reactants [O:1]=[C:2]([CH2:6][CH2:7][C:8]([OH:10])=[O:9])[C:3]([OH:5])=[O:4].[H-].[Na+].[Na].[CH2:14](Br)[CH2:15][CH2:16][CH2:17][CH2:18][CH2:19][CH2:20][CH2:21][CH2:22][CH2:23][CH2:24][CH3:25], predict the reaction product. The product is: [CH2:25]([O:4][C:3](=[O:5])[C:2](=[O:1])[CH2:6][CH2:7][C:8]([OH:10])=[O:9])[CH2:24][CH2:23][CH2:22][CH2:21][CH2:20][CH2:19][CH2:18][CH2:17][CH2:16][CH2:15][CH3:14]. (4) Given the reactants [CH:1]1([CH2:4][O:5][C:6]2[CH:7]=[C:8]([CH:29]=[CH:30][C:31]=2[O:32][CH2:33][CH:34]2[CH2:36][CH2:35]2)[C:9]([NH:11][CH:12]2[CH2:17][C:16](=[O:18])[CH2:15][CH2:14][CH:13]2[C:19]2[CH:24]=[CH:23][C:22]([O:25][CH3:26])=[C:21]([O:27][CH3:28])[CH:20]=2)=[O:10])[CH2:3][CH2:2]1.CO.[BH4-].[Na+], predict the reaction product. The product is: [CH:1]1([CH2:4][O:5][C:6]2[CH:7]=[C:8]([CH:29]=[CH:30][C:31]=2[O:32][CH2:33][CH:34]2[CH2:35][CH2:36]2)[C:9]([NH:11][CH:12]2[CH2:17][CH:16]([OH:18])[CH2:15][CH2:14][CH:13]2[C:19]2[CH:24]=[CH:23][C:22]([O:25][CH3:26])=[C:21]([O:27][CH3:28])[CH:20]=2)=[O:10])[CH2:2][CH2:3]1. (5) The product is: [Br:14][C:15]1[CH:16]=[C:17]([S:21]([NH:1][C:2]2[S:3][C:4]3[C:10](=[O:11])[CH2:9][C:8]([CH3:13])([CH3:12])[CH2:7][C:5]=3[N:6]=2)(=[O:23])=[O:22])[S:18][C:19]=1[Cl:20]. Given the reactants [NH2:1][C:2]1[S:3][C:4]2[C:10](=[O:11])[CH2:9][C:8]([CH3:13])([CH3:12])[CH2:7][C:5]=2[N:6]=1.[Br:14][C:15]1[CH:16]=[C:17]([S:21](Cl)(=[O:23])=[O:22])[S:18][C:19]=1[Cl:20], predict the reaction product. (6) Given the reactants C(O)(=O)C.[NH2:5][CH2:6][C:7]1[CH:8]=[C:9]2[C:13](=[CH:14][CH:15]=1)[NH:12][C:11](=[O:16])[CH2:10]2.[CH:17]([N:20]([CH:23]([CH3:25])[CH3:24])CC)([CH3:19])C.N1C=CC=C1C=O.N1CCCC1, predict the reaction product. The product is: [NH2:5][CH2:6][C:7]1[CH:8]=[C:9]2[C:13](=[CH:14][CH:15]=1)[NH:12][C:11](=[O:16])[C:10]2=[CH:25][C:23]1[NH:20][CH:17]=[CH:19][CH:24]=1. (7) Given the reactants [H-].[Na+].[CH3:3][O:4][C:5]1[CH:10]=[CH:9][C:8]([OH:11])=[CH:7][CH:6]=1.F[C:13]1[CH:18]=[CH:17][C:16]([N+:19]([O-:21])=[O:20])=[CH:15][CH:14]=1, predict the reaction product. The product is: [CH3:3][O:4][C:5]1[CH:10]=[CH:9][C:8]([O:11][C:13]2[CH:18]=[CH:17][C:16]([N+:19]([O-:21])=[O:20])=[CH:15][CH:14]=2)=[CH:7][CH:6]=1.